Dataset: Experimentally validated miRNA-target interactions with 360,000+ pairs, plus equal number of negative samples. Task: Binary Classification. Given a miRNA mature sequence and a target amino acid sequence, predict their likelihood of interaction. (1) The miRNA is hsa-miR-6089 with sequence GGAGGCCGGGGUGGGGCGGGGCGG. The protein sequence of the target gene is MSSAPRGPPSVAPLPAGIGRSTAKTPGLPGSLEMGPLTFRDVAIEFSLEEWQCLDTSQQNLYRNVMLDNYRNLVFLGIAVSKPDLITCLEQGKEPCNMKRHAMVAKPPVVCSHFAQDLWPKQGLKDSFQKVILRRYGKYGHENLQLRKGCKSADEHKVHKRGYNGLNQCLTTTQSKIFQCDKYVKVLHKFSNSNIHKKRQTGKKPFKCKECGKSCCILSQLTQHKKTATRVNFYKCKTCGKAFNQFSNLTKHKIIHPEVNPYKCEECGKAFNQSLTLTKHKKIHTEEKPYKCEDCGKVFS.... Result: 0 (no interaction). (2) The miRNA is hsa-miR-3613-3p with sequence ACAAAAAAAAAAGCCCAACCCUUC. The protein sequence of the target gene is MAPSGLKAVVGEKILSGVIRSVKKDGEWKVLIMDHPSMRILSSCCKMSDILAEGITIVEDINKRREPIPSLEAIYLLSPTEKSVQALIKDFQGTPTFTYKAAHIFFTDTCPEPLFSELGRSRLAKVVKTLKEIHLAFLPYEAQVFSLDAPHSTYNLYCPFRAEERTRQLEVLAQQIATLCATLQEYPAIRYRKGPEDTAQLAHAVLAKLNAFKADTPSLGEGPEKTRSQLLIMDRAADPVSPLLHELTFQAMAYDLLDIEQDTYRYETTGLSEAREKAVLLDEDDDLWVELRHMHIADVS.... Result: 1 (interaction).